This data is from Reaction yield outcomes from USPTO patents with 853,638 reactions. The task is: Predict the reaction yield, written as a fraction of the theoretical maximum amount of product (1.0 means a 100% yield; for example, 0.34 means a 34% yield). (1) The reactants are [CH2:1]([O:3][C:4]1[C:12]([O:13][CH3:14])=[CH:11][CH:10]=[CH:9][C:5]=1[CH2:6]CN)[CH3:2].[CH3:15][NH:16]CC1C=CC2C(=CC=CC=2)C=1CCC.[ClH:31].[N:32]1([CH2:38][CH2:39][CH2:40][N:41]2[CH2:46][C:45]3[CH:47]=[C:48](/[CH:51]=[CH:52]/[C:53]([OH:55])=O)[CH:49]=[N:50][C:44]=3[NH:43][C:42]2=[O:56])[CH2:37][CH2:36][O:35][CH2:34][CH2:33]1. No catalyst specified. The product is [ClH:31].[CH2:1]([O:3][C:4]1[C:12]([O:13][CH3:14])=[CH:11][CH:10]=[CH:9][C:5]=1[CH2:6][N:16]([CH3:15])[C:53](=[O:55])/[CH:52]=[CH:51]/[C:48]1[CH:49]=[N:50][C:44]2[NH:43][C:42](=[O:56])[N:41]([CH2:40][CH2:39][CH2:38][N:32]3[CH2:37][CH2:36][O:35][CH2:34][CH2:33]3)[CH2:46][C:45]=2[CH:47]=1)[CH3:2]. The yield is 0.620. (2) The reactants are [C:1]([O:9][CH2:10][C@@:11]1([C:33]#[C:34][Si](C)(C)C)[O:15][C@@H:14]([N:16]2[CH:24]=[C:22]([CH3:23])[C:20](=[O:21])[NH:19][C:17]2=[O:18])[CH2:13][C@H:12]1[O:25][Si](C(C)(C)C)(C)C)(=[O:8])[C:2]1[CH:7]=[CH:6][CH:5]=[CH:4][CH:3]=1.N1C=CN=C1.CC([Si](Cl)(C1C=CC=CC=1)C1C=CC=CC=1)(C)C. The catalyst is CN(C=O)C. The product is [C:1]([O:9][CH2:10][C@@:11]1([C:33]#[CH:34])[O:15][C@@H:14]([N:16]2[CH:24]=[C:22]([CH3:23])[C:20](=[O:21])[NH:19][C:17]2=[O:18])[CH2:13][C@H:12]1[OH:25])(=[O:8])[C:2]1[CH:3]=[CH:4][CH:5]=[CH:6][CH:7]=1. The yield is 0.770. (3) The reactants are [C:1]([O:5][C:6](=[O:13])[NH:7][C@H:8]([CH2:11][OH:12])[CH2:9][CH3:10])([CH3:4])([CH3:3])[CH3:2].C(N(CC)CC)C.C(O)(=O)CC(CC(O)=O)(C(O)=O)O. The catalyst is CS(C)=O. The product is [C:1]([O:5][C:6](=[O:13])[NH:7][C@H:8]([CH:11]=[O:12])[CH2:9][CH3:10])([CH3:2])([CH3:3])[CH3:4]. The yield is 0.850. (4) The reactants are C([O:8][C:9](=[O:37])[C@@H:10]([O:34][CH2:35][CH3:36])[CH2:11][C:12]1[CH:17]=[CH:16][C:15]([O:18][C:19](=[O:33])[CH2:20][C:21]2[N:22]=[C:23]([C:27]3[CH:32]=[CH:31][CH:30]=[CH:29][CH:28]=3)[O:24][C:25]=2[CH3:26])=[CH:14][CH:13]=1)C1C=CC=CC=1.[H][H]. The catalyst is CCOC(C)=O.[Pd]. The product is [CH2:35]([O:34][C@@H:10]([CH2:11][C:12]1[CH:13]=[CH:14][C:15]([O:18][C:19](=[O:33])[CH2:20][C:21]2[N:22]=[C:23]([C:27]3[CH:32]=[CH:31][CH:30]=[CH:29][CH:28]=3)[O:24][C:25]=2[CH3:26])=[CH:16][CH:17]=1)[C:9]([OH:37])=[O:8])[CH3:36]. The yield is 0.964. (5) The reactants are [NH2:1][CH2:2][C:3]#[C:4][C:5]1[CH:26]=[CH:25][C:8]([NH:9][C:10]2[C:22]([F:23])=[C:21]([F:24])[CH:20]=[CH:19][C:11]=2[C:12]([NH:14][O:15][CH2:16][CH2:17][OH:18])=[O:13])=[C:7]([F:27])[CH:6]=1. The catalyst is CCO.[Pd]. The product is [NH2:1][CH2:2][CH2:3][CH2:4][C:5]1[CH:26]=[CH:25][C:8]([NH:9][C:10]2[C:22]([F:23])=[C:21]([F:24])[CH:20]=[CH:19][C:11]=2[C:12]([NH:14][O:15][CH2:16][CH2:17][OH:18])=[O:13])=[C:7]([F:27])[CH:6]=1. The yield is 0.460. (6) The yield is 0.510. The reactants are [CH2:1]([C:17]1([CH3:75])[CH2:26][CH2:25][C:24]2[C:19](=[C:20]([CH3:74])[C:21]([CH3:73])=[C:22]([O:28][CH2:29][CH2:30][O:31][C:32](=[O:72])[NH:33][CH2:34][CH2:35][CH2:36][CH2:37][CH2:38][C:39]([N:41]3[CH2:45][CH:44]([OH:46])[CH2:43][CH:42]3[CH:47]([C:66]3[CH:71]=[CH:70][CH:69]=[CH:68][CH:67]=3)[O:48][CH:49]([C:58]3[CH:63]=[CH:62][C:61]([O:64][CH3:65])=[CH:60][CH:59]=3)[C:50]3[CH:55]=[CH:54][C:53]([O:56][CH3:57])=[CH:52][CH:51]=3)=[O:40])[C:23]=2[CH3:27])[O:18]1)[CH2:2][CH2:3][CH2:4][CH2:5][CH2:6][CH2:7][CH2:8][CH2:9][CH2:10][CH2:11][CH2:12][CH2:13][CH2:14][CH2:15][CH3:16].[C:76]1(=[O:82])[O:81][C:79](=[O:80])[CH2:78][CH2:77]1.C(N(CC)CC)C. The product is [CH3:57][O:56][C:53]1[CH:54]=[CH:55][C:50]([CH:49]([C:58]2[CH:59]=[CH:60][C:61]([O:64][CH3:65])=[CH:62][CH:63]=2)[O:48][CH:47]([C:66]2[CH:71]=[CH:70][CH:69]=[CH:68][CH:67]=2)[CH:42]2[N:41]([C:39](=[O:40])[CH2:38][CH2:37][CH2:36][CH2:35][CH2:34][NH:33][C:32]([O:31][CH2:30][CH2:29][O:28][C:22]3[C:23]([CH3:27])=[C:24]4[C:19](=[C:20]([CH3:74])[C:21]=3[CH3:73])[O:18][C:17]([CH2:1][CH2:2][CH2:3][CH2:4][CH2:5][CH2:6][CH2:7][CH2:8][CH2:9][CH2:10][CH2:11][CH2:12][CH2:13][CH2:14][CH2:15][CH3:16])([CH3:75])[CH2:26][CH2:25]4)=[O:72])[CH2:45][CH:44]([O:46][C:76](=[O:82])[CH2:77][CH2:78][C:79]([OH:81])=[O:80])[CH2:43]2)=[CH:51][CH:52]=1. The catalyst is CN(C1C=CN=CC=1)C.ClCCl. (7) The reactants are CC(C)([O-])C.[K+].[Br:7][C:8]1[N:9]=[C:10]([C:15]#[C:16][Si](CC)(CC)CC)[C:11]([NH2:14])=[N:12][CH:13]=1. The catalyst is CN1CCCC1=O.CCOC(C)=O.O. The product is [Br:7][C:8]1[N:9]=[C:10]2[CH:15]=[CH:16][NH:14][C:11]2=[N:12][CH:13]=1. The yield is 0.703.